From a dataset of Reaction yield outcomes from USPTO patents with 853,638 reactions. Predict the reaction yield, written as a fraction of the theoretical maximum amount of product (1.0 means a 100% yield; for example, 0.34 means a 34% yield). (1) The reactants are [CH2:1]([O:8][C:9](=[O:22])[NH:10][CH2:11][CH2:12][C:13]#[C:14][C:15]1[CH:20]=[CH:19][C:18](I)=[CH:17][CH:16]=1)[C:2]1[CH:7]=[CH:6][CH:5]=[CH:4][CH:3]=1.[CH3:23][O:24][C:25](=[O:38])[C@H:26]([NH:30][C:31]([O:33][C:34]([CH3:37])([CH3:36])[CH3:35])=[O:32])[CH2:27][C:28]#[CH:29].COC(=O)C(NC(OC(C)(C)C)=O)CC#C. The catalyst is C1COCC1.C(N(CC)CC)C.[Cu]I.Cl[Pd](Cl)([P](C1C=CC=CC=1)(C1C=CC=CC=1)C1C=CC=CC=1)[P](C1C=CC=CC=1)(C1C=CC=CC=1)C1C=CC=CC=1. The product is [CH3:23][O:24][C:25](=[O:38])[C@H:26]([NH:30][C:31]([O:33][C:34]([CH3:36])([CH3:35])[CH3:37])=[O:32])[CH2:27][C:28]#[C:29][C:18]1[CH:19]=[CH:20][C:15]([C:14]#[C:13][CH2:12][CH2:11][NH:10][C:9]([O:8][CH2:1][C:2]2[CH:7]=[CH:6][CH:5]=[CH:4][CH:3]=2)=[O:22])=[CH:16][CH:17]=1. The yield is 0.990. (2) The reactants are [Br:1][C:2]1[CH:3]=[CH:4][C:5]2[N:6]([CH2:16][CH:17](O)[CH2:18][N:19]([C:32]3[CH:37]=[CH:36][CH:35]=[C:34]([O:38][CH3:39])[CH:33]=3)[S:20]([C:23]3[CH:28]=[CH:27][C:26]([N+:29]([O-:31])=[O:30])=[CH:25][CH:24]=3)(=[O:22])=[O:21])[C:7]3[C:12]([C:13]=2[CH:14]=1)=[CH:11][C:10]([Br:15])=[CH:9][CH:8]=3.C(N(S(F)(F)[F:47])CC)C. No catalyst specified. The product is [Br:1][C:2]1[CH:3]=[CH:4][C:5]2[N:6]([CH2:16][CH:17]([F:47])[CH2:18][N:19]([C:32]3[CH:37]=[CH:36][CH:35]=[C:34]([O:38][CH3:39])[CH:33]=3)[S:20]([C:23]3[CH:28]=[CH:27][C:26]([N+:29]([O-:31])=[O:30])=[CH:25][CH:24]=3)(=[O:22])=[O:21])[C:7]3[C:12]([C:13]=2[CH:14]=1)=[CH:11][C:10]([Br:15])=[CH:9][CH:8]=3. The yield is 1.00. (3) The reactants are [CH3:1][O:2][C:3](=[O:13])[C:4]1[CH:9]=[CH:8][CH:7]=[C:6]([Cl:10])[C:5]=1[CH2:11]Br.[C-:14]#[N:15].[Na+]. The catalyst is CN(C=O)C.CCOCC.O. The product is [CH3:1][O:2][C:3](=[O:13])[C:4]1[CH:9]=[CH:8][CH:7]=[C:6]([Cl:10])[C:5]=1[CH2:11][C:14]#[N:15]. The yield is 0.650. (4) The reactants are [CH3:1][N:2]([CH2:13][C:14]1[C:15]([C:25]2[CH:33]=[C:32]3[C:28]([CH:29]=[N:30][N:31]3[CH3:34])=[CH:27][CH:26]=2)=[N:16][N:17](C2CCCCO2)[CH:18]=1)[CH2:3][CH2:4][NH:5]C(=O)OC(C)(C)C.C(N(CC)CC)C.O.CC#N. The catalyst is O1CCCC1.Cl. The product is [CH3:1][N:2]([CH2:13][C:14]1[C:15]([C:25]2[CH:33]=[C:32]3[C:28]([CH:29]=[N:30][N:31]3[CH3:34])=[CH:27][CH:26]=2)=[N:16][NH:17][CH:18]=1)[CH2:3][CH2:4][NH2:5]. The yield is 0.160. (5) The product is [NH2:16][C:12]1[CH:11]=[C:10]([O:9][CH3:8])[CH:15]=[CH:14][C:13]=1[C:17](=[O:24])[CH3:18]. The yield is 0.630. The reactants are ClB(Cl)Cl.C(Cl)Cl.[CH3:8][O:9][C:10]1[CH:15]=[CH:14][CH:13]=[C:12]([NH2:16])[CH:11]=1.[C:17](#N)[CH3:18].[Cl-].[Al+3].[Cl-].[Cl-].[OH-:24].[Na+]. The catalyst is C1(C)C=CC=CC=1.O.CC(O)C. (6) The reactants are COC[O:4][C:5]1[C:13]([O:14][CH3:15])=[CH:12][C:11]([I:16])=[C:10]2[C:6]=1[CH:7](O)[N:8](C(C)(C1C=CC=CC=1)C)[C:9]2=[O:17].FC(F)(F)C(O)=O.C([SiH](CC)CC)C. The catalyst is [N+](C)([O-])=O. The product is [OH:4][C:5]1[C:13]([O:14][CH3:15])=[CH:12][C:11]([I:16])=[C:10]2[C:6]=1[CH2:7][NH:8][C:9]2=[O:17]. The yield is 0.710. (7) The reactants are [NH2:1][C@@H:2]([CH2:15][C:16]1[CH:21]=[CH:20][C:19]([C:22]2[N:27]=[CH:26][C:25]([C:28]3[CH:33]=[CH:32][C:31]([O:34][CH2:35][CH2:36][CH2:37][CH2:38][CH2:39][CH2:40][CH3:41])=[CH:30][CH:29]=3)=[CH:24][N:23]=2)=[CH:18][CH:17]=1)[C:3]([NH:5][C@@H:6]([C:8]([O:10][C:11]([CH3:14])([CH3:13])[CH3:12])=[O:9])[CH3:7])=[O:4].[C:42]([C:46]1[S:50][C:49]([C:51](O)=[O:52])=[CH:48][CH:47]=1)([CH3:45])([CH3:44])[CH3:43].CN(C(ON1N=NC2C=CC=NC1=2)=[N+](C)C)C.F[P-](F)(F)(F)(F)F. The catalyst is CN(C=O)C.CC(=O)OCC. The product is [C:42]([C:46]1[S:50][C:49]([C:51]([NH:1][C@@H:2]([CH2:15][C:16]2[CH:21]=[CH:20][C:19]([C:22]3[N:27]=[CH:26][C:25]([C:28]4[CH:33]=[CH:32][C:31]([O:34][CH2:35][CH2:36][CH2:37][CH2:38][CH2:39][CH2:40][CH3:41])=[CH:30][CH:29]=4)=[CH:24][N:23]=3)=[CH:18][CH:17]=2)[C:3]([NH:5][C@@H:6]([C:8]([O:10][C:11]([CH3:12])([CH3:13])[CH3:14])=[O:9])[CH3:7])=[O:4])=[O:52])=[CH:48][CH:47]=1)([CH3:45])([CH3:43])[CH3:44]. The yield is 0.690. (8) The reactants are [NH2:1][C:2]1[S:6][N:5]=[C:4]([CH3:7])[C:3]=1[C:8]#[N:9].[C:10](Cl)(=[O:15])[CH2:11][CH:12]([CH3:14])[CH3:13]. The catalyst is N1C=CC=CC=1.C(Cl)(Cl)Cl. The product is [C:8]([C:3]1[C:4]([CH3:7])=[N:5][S:6][C:2]=1[NH:1][C:10](=[O:15])[CH2:11][CH:12]([CH3:14])[CH3:13])#[N:9]. The yield is 0.790. (9) The reactants are [C:1]([C@H:5]1[CH2:10][CH2:9][C@H:8]([O:11][C:12]2[CH:13]=[C:14]3[C:19](=[CH:20][CH:21]=2)[CH2:18][C@H:17]([C@:22]([NH:30]C(=O)OC(C)(C)C)([CH3:29])[CH2:23][O:24][P:25]([OH:28])([OH:27])=[O:26])[CH2:16][CH2:15]3)[CH2:7][CH2:6]1)([CH3:4])([CH3:3])[CH3:2].C(O)(=O)C.Cl. The catalyst is O. The product is [P:25]([OH:27])([OH:28])([O:24][CH2:23][C@:22]([NH2:30])([C@@H:17]1[CH2:16][CH2:15][C:14]2[C:19](=[CH:20][CH:21]=[C:12]([O:11][C@H:8]3[CH2:9][CH2:10][C@H:5]([C:1]([CH3:2])([CH3:3])[CH3:4])[CH2:6][CH2:7]3)[CH:13]=2)[CH2:18]1)[CH3:29])=[O:26]. The yield is 0.520.